Dataset: Reaction yield outcomes from USPTO patents with 853,638 reactions. Task: Predict the reaction yield, written as a fraction of the theoretical maximum amount of product (1.0 means a 100% yield; for example, 0.34 means a 34% yield). (1) The reactants are Cl[C:2]1[N:11]=[C:10]([N:12]([C:14]2[CH:19]=[CH:18][C:17]([O:20][CH3:21])=[CH:16][CH:15]=2)[CH3:13])[C:9]2[C:4](=[CH:5][CH:6]=[CH:7][CH:8]=2)[N:3]=1.[CH3:22][NH:23][CH3:24].CO. No catalyst specified. The product is [CH3:22][N:23]([CH3:24])[C:2]1[N:11]=[C:10]([N:12]([C:14]2[CH:19]=[CH:18][C:17]([O:20][CH3:21])=[CH:16][CH:15]=2)[CH3:13])[C:9]2[C:4](=[CH:5][CH:6]=[CH:7][CH:8]=2)[N:3]=1. The yield is 0.830. (2) The reactants are [OH:1][C:2]12[CH2:11][CH:6]3[CH2:7][CH:8]([CH2:10][CH:4]([CH:5]3[NH:12][C:13]([C:15]3[CH:28]=[CH:27][C:18]4[N:19]([CH2:22][CH2:23][N:24]=[N+]=[N-])[CH:20]=[N:21][C:17]=4[CH:16]=3)=[O:14])[CH2:3]1)[CH2:9]2. The catalyst is CO.[Pd]. The product is [OH:1][C:2]12[CH2:3][CH:4]3[CH2:10][CH:8]([CH2:7][CH:6]([CH:5]3[NH:12][C:13]([C:15]3[CH:28]=[CH:27][C:18]4[N:19]([CH2:22][CH2:23][NH2:24])[CH:20]=[N:21][C:17]=4[CH:16]=3)=[O:14])[CH2:11]1)[CH2:9]2. The yield is 0.750. (3) The reactants are [C:1]([C:4]1[CH:13]=[C:8]([C:9]([O:11][CH3:12])=[O:10])[C:7]([OH:14])=[CH:6][CH:5]=1)(=[O:3])[CH3:2].C(=O)([O-])[O-].[K+].[K+].[CH2:21](Br)[C:22]1[CH:27]=[CH:26][CH:25]=[CH:24][CH:23]=1. The catalyst is C(#N)C. The product is [CH3:12][O:11][C:9](=[O:10])[C:8]1[CH:13]=[C:4]([C:1](=[O:3])[CH3:2])[CH:5]=[CH:6][C:7]=1[O:14][CH2:21][C:22]1[CH:27]=[CH:26][CH:25]=[CH:24][CH:23]=1. The yield is 1.00. (4) The reactants are C(=O)([O-])[O-].[K+].[K+].I[C:8]1[CH:16]=[C:15]2[C:11]([CH2:12][C:13](=[O:17])[NH:14]2)=[CH:10][CH:9]=1.[SH:18][C:19]1[CH:27]=[CH:26][CH:25]=[CH:24][C:20]=1[C:21]([OH:23])=[O:22].C(O)CO.Cl. The catalyst is CCOC(C)=O.O.[Cu]I.CC(O)C. The product is [O:17]=[C:13]1[CH2:12][C:11]2[C:15](=[CH:16][C:8]([S:18][C:19]3[CH:27]=[CH:26][CH:25]=[CH:24][C:20]=3[C:21]([OH:23])=[O:22])=[CH:9][CH:10]=2)[NH:14]1. The yield is 0.200. (5) The reactants are [O:1]1[C:5]2([CH2:10][CH2:9][CH:8]([C:11](=O)[CH2:12][CH3:13])[CH2:7][CH2:6]2)[O:4][CH2:3][CH2:2]1.[Cl:15][CH2:16][CH2:17][O:18][C:19]1[CH:24]=[CH:23][C:22]([C:25]([C:27]2[CH:32]=[CH:31][C:30]([OH:33])=[CH:29][CH:28]=2)=O)=[CH:21][CH:20]=1. No catalyst specified. The product is [Cl:15][CH2:16][CH2:17][O:18][C:19]1[CH:24]=[CH:23][C:22](/[C:25](/[C:27]2[CH:32]=[CH:31][C:30]([OH:33])=[CH:29][CH:28]=2)=[C:11](\[CH:8]2[CH2:7][CH2:6][C:5]3([O:4][CH2:3][CH2:2][O:1]3)[CH2:10][CH2:9]2)/[CH2:12][CH3:13])=[CH:21][CH:20]=1. The yield is 0.160. (6) The reactants are CC(C[AlH]CC(C)C)C.C[O:11][C:12](=[O:22])[CH2:13][O:14][C:15]1[CH:20]=[CH:19][CH:18]=[CH:17][C:16]=1[Cl:21].[NH2:23][CH2:24][CH2:25][NH:26][S:27]([C:30]1[C:31]2[CH:32]=[CH:33][N:34]=[CH:35][C:36]=2[CH:37]=[CH:38][CH:39]=1)(=[O:29])=[O:28]. No catalyst specified. The product is [C:13]([OH:28])(=[O:14])[C:12]([OH:11])=[O:22].[C:13]([OH:28])(=[O:14])[C:12]([OH:11])=[O:22].[Cl:21][C:16]1[CH:17]=[CH:18][CH:19]=[CH:20][C:15]=1[O:14][CH2:13][CH2:12][NH:23][CH2:24][CH2:25][NH:26][S:27]([C:30]1[C:31]2[CH:32]=[CH:33][N:34]=[CH:35][C:36]=2[CH:37]=[CH:38][CH:39]=1)(=[O:29])=[O:28]. The yield is 0.650. (7) The reactants are [NH2:1][C:2]1[C:3]([C:9]([O:11]C)=[O:10])=[N:4][C:5](Br)=[CH:6][N:7]=1.[C:13]1(B(O)O)[CH:18]=[CH:17][CH:16]=[CH:15][CH:14]=1. The product is [NH2:1][C:2]1[C:3]([C:9]([OH:11])=[O:10])=[N:4][C:5]([C:13]2[CH:18]=[CH:17][CH:16]=[CH:15][CH:14]=2)=[CH:6][N:7]=1. The yield is 0.700. The catalyst is C1C=CC(P(C2C=CC=CC=2)[C-]2C=CC=C2)=CC=1.C1C=CC(P(C2C=CC=CC=2)[C-]2C=CC=C2)=CC=1.Cl[Pd]Cl.[Fe+2].C(Cl)Cl. (8) The reactants are [CH3:1][O:2][C:3]1[CH:8]=[CH:7][CH:6]=[C:5]([O:9][CH3:10])[C:4]=1[O:11][CH3:12].[Cl-].[Al+3].[Cl-].[Cl-].[C:17]1(=O)[O:22][C:20](=O)[C:19]2=[CH:23][CH:24]=[CH:25][CH:26]=[C:18]12.Cl.[CH2:29]([NH:36][NH2:37])[C:30]1[CH:35]=[CH:34][CH:33]=[CH:32][CH:31]=1.C([O-])(=O)C.[K+]. The catalyst is ClCCl.C(O)C. The product is [CH2:29]([N:36]1[N:37]=[C:17]([C:6]2[CH:7]=[CH:8][C:3]([O:2][CH3:1])=[C:4]([O:11][CH3:12])[C:5]=2[O:9][CH3:10])[C:18]2[C:19](=[CH:23][CH:24]=[CH:25][CH:26]=2)[C:20]1=[O:22])[C:30]1[CH:35]=[CH:34][CH:33]=[CH:32][CH:31]=1. The yield is 0.280. (9) The reactants are [CH3:1][C@H:2]1[NH:7][C@@H:6]([CH3:8])[CH2:5][N:4]([C:9]([O:11][C:12]([CH3:15])([CH3:14])[CH3:13])=[O:10])[CH2:3]1.C=O.[C:18](O[BH-](OC(=O)C)OC(=O)C)(=O)C.[Na+]. The catalyst is ClCCl. The product is [CH3:8][C@H:6]1[N:7]([CH3:18])[C@@H:2]([CH3:1])[CH2:3][N:4]([C:9]([O:11][C:12]([CH3:13])([CH3:15])[CH3:14])=[O:10])[CH2:5]1. The yield is 0.950. (10) The yield is 0.950. The product is [NH2:8][C:9]([CH3:27])([CH3:26])[CH2:10][CH2:11][N:12]1[C:16]2[CH:17]=[CH:18][C:19]([C:21]([O:23][CH3:24])=[O:22])=[CH:20][C:15]=2[NH:14][C:13]1=[O:25]. The catalyst is ClCCl. The reactants are C(OC([NH:8][C:9]([CH3:27])([CH3:26])[CH2:10][CH2:11][N:12]1[C:16]2[CH:17]=[CH:18][C:19]([C:21]([O:23][CH3:24])=[O:22])=[CH:20][C:15]=2[NH:14][C:13]1=[O:25])=O)(C)(C)C.FC(F)(F)C(O)=O.